This data is from Full USPTO retrosynthesis dataset with 1.9M reactions from patents (1976-2016). The task is: Predict the reactants needed to synthesize the given product. (1) Given the product [F:50][C:16]([F:15])([F:49])[C:17]1[CH:18]=[C:19]([CH:42]=[C:43]([C:45]([F:46])([F:47])[F:48])[CH:44]=1)[CH2:20][N:21]([C:22]1[N:23]=[N:24][N:25]([CH3:27])[N:26]=1)[C@@H:28]1[C:34]2=[CH:35][C:36]3[CH2:37][O:38][CH2:39][C:40]=3[CH:41]=[C:33]2[N:32]([C:10](=[O:11])[CH:9]([CH2:13][CH3:14])[CH2:7][CH3:8])[CH2:31][CH2:30][CH2:29]1, predict the reactants needed to synthesize it. The reactants are: N1C=CC=CC=1.[CH2:7]([CH:9]([CH2:13][CH3:14])[C:10](Cl)=[O:11])[CH3:8].[F:15][C:16]([F:50])([F:49])[C:17]1[CH:18]=[C:19]([CH:42]=[C:43]([C:45]([F:48])([F:47])[F:46])[CH:44]=1)[CH2:20][N:21]([C@@H:28]1[C:34]2=[CH:35][C:36]3[CH2:37][O:38][CH2:39][C:40]=3[CH:41]=[C:33]2[NH:32][CH2:31][CH2:30][CH2:29]1)[C:22]1[N:23]=[N:24][N:25]([CH3:27])[N:26]=1.O. (2) Given the product [NH2:36][C:9]1[N:10]=[CH:11][N:12]=[C:13]([NH:14][C@H:15]([C:18]2[N:27]([C:28]3[CH:29]=[CH:30][CH:31]=[CH:32][CH:33]=3)[C:26](=[O:34])[C:25]3[C:20](=[CH:21][CH:22]=[CH:23][C:24]=3[Cl:35])[N:19]=2)[CH2:16][CH3:17])[C:8]=1[C:6]1[O:7][C:1]([CH3:2])=[N:4][N:5]=1, predict the reactants needed to synthesize it. The reactants are: [C:1]([NH:4][NH:5][C:6]([C:8]1[C:9]([NH2:36])=[N:10][CH:11]=[N:12][C:13]=1[NH:14][C@H:15]([C:18]1[N:27]([C:28]2[CH:33]=[CH:32][CH:31]=[CH:30][CH:29]=2)[C:26](=[O:34])[C:25]2[C:20](=[CH:21][CH:22]=[CH:23][C:24]=2[Cl:35])[N:19]=1)[CH2:16][CH3:17])=[O:7])(=O)[CH3:2].CC[N+](S(N=C(OC)[O-])(=O)=O)(CC)CC. (3) The reactants are: [NH2:1][C:2]1[CH:3]=[N:4][C:5]([O:8][C:9]2[C:10]([F:26])=[C:11]([C@H:16]([NH:19][S@@](C(C)(C)C)=O)[CH2:17][CH3:18])[CH:12]=[CH:13][C:14]=2[Cl:15])=[N:6][CH:7]=1.Cl. Given the product [ClH:15].[NH2:19][C@@H:16]([C:11]1[C:10]([F:26])=[C:9]([C:14]([Cl:15])=[CH:13][CH:12]=1)[O:8][C:5]1[N:6]=[CH:7][C:2]([NH2:1])=[CH:3][N:4]=1)[CH2:17][CH3:18], predict the reactants needed to synthesize it. (4) The reactants are: C(OC(=O)[NH:7][CH:8]1[CH2:13][CH2:12][CH:11]([CH2:14][NH:15][C:16]2[C:21]([N+:22]([O-:24])=[O:23])=[CH:20][N:19]=[C:18]([NH:25][CH2:26][C:27](=[O:33])[N:28]3[CH2:32][CH2:31][CH2:30][CH2:29]3)[N:17]=2)[CH2:10][CH2:9]1)(C)(C)C.C(O)(C(F)(F)F)=O.C([O-])(O)=O.[Na+]. Given the product [NH2:7][C@H:8]1[CH2:9][CH2:10][C@H:11]([CH2:14][NH:15][C:16]2[C:21]([N+:22]([O-:24])=[O:23])=[CH:20][N:19]=[C:18]([NH:25][CH2:26][C:27](=[O:33])[N:28]3[CH2:32][CH2:31][CH2:30][CH2:29]3)[N:17]=2)[CH2:12][CH2:13]1, predict the reactants needed to synthesize it. (5) The reactants are: [NH2:1][C:2]1[N:7]=[C:6]([NH:8][CH2:9][C:10]([CH3:21])([CH3:20])[CH2:11][NH:12]C(=O)OC(C)(C)C)[CH:5]=[C:4]([C:22]2[CH:27]=[CH:26][CH:25]=[C:24]([CH3:28])[C:23]=2[CH3:29])[N:3]=1. Given the product [NH2:12][CH2:11][C:10]([CH3:21])([CH3:20])[CH2:9][NH:8][C:6]1[CH:5]=[C:4]([C:22]2[CH:27]=[CH:26][CH:25]=[C:24]([CH3:28])[C:23]=2[CH3:29])[N:3]=[C:2]([NH2:1])[N:7]=1, predict the reactants needed to synthesize it. (6) Given the product [Cl:18][C:4]1[C:3]([Cl:19])=[C:2]([B:36]2[O:40][C:39]([CH3:42])([CH3:41])[C:38]([CH3:44])([CH3:43])[O:37]2)[CH:17]=[CH:16][C:5]=1[O:6][CH2:7][CH2:8][N:9]1[CH2:14][CH2:13][N:12]([CH3:15])[CH2:11][CH2:10]1, predict the reactants needed to synthesize it. The reactants are: Br[C:2]1[CH:17]=[CH:16][C:5]([O:6][CH2:7][CH2:8][N:9]2[CH2:14][CH2:13][N:12]([CH3:15])[CH2:11][CH2:10]2)=[C:4]([Cl:18])[C:3]=1[Cl:19].C(=O)=O.CC(C)=O.[Li]CCCC.C(O[B:36]1[O:40][C:39]([CH3:42])([CH3:41])[C:38]([CH3:44])([CH3:43])[O:37]1)(C)C. (7) Given the product [Br:12][C:4]1[NH:3][C:2]([CH3:1])=[C:6]([C:7]([O:9][CH2:10][CH3:11])=[O:8])[CH:5]=1, predict the reactants needed to synthesize it. The reactants are: [CH3:1][C:2]1[NH:3][CH:4]=[CH:5][C:6]=1[C:7]([O:9][CH2:10][CH3:11])=[O:8].[Br:12]N1C(=O)CCC1=O.O.C(OCC)C. (8) Given the product [F:51][C:50]([F:52])([F:53])[C:48]1[CH:49]=[C:44]([CH:45]=[C:46]([C:54]([F:57])([F:55])[F:56])[CH:47]=1)[CH2:43][N:40]1[C:26]([C:27]2[CH:32]=[CH:31][N:30]=[CH:29][CH:28]=2)=[C:25]([C:20]2[C:19]([C:17]([C:12]3[CH:13]=[CH:14][CH:15]=[CH:16][C:11]=3[Cl:10])=[O:18])=[CH:24][CH:23]=[CH:22][N:21]=2)[N:42]=[N:41]1, predict the reactants needed to synthesize it. The reactants are: C(O)(=O)C1C=CC=CC=1.[Cl:10][C:11]1[CH:16]=[CH:15][CH:14]=[CH:13][C:12]=1[C:17]([C:19]1[C:20]([CH:25]=[C:26](O)[C:27]2[CH:32]=[CH:31][N:30]=[CH:29][CH:28]=2)=[N:21][CH:22]=[CH:23][CH:24]=1)=[O:18].C(=O)([O-])[O-].[K+].[K+].[N:40]([CH2:43][C:44]1[CH:49]=[C:48]([C:50]([F:53])([F:52])[F:51])[CH:47]=[C:46]([C:54]([F:57])([F:56])[F:55])[CH:45]=1)=[N+:41]=[N-:42].C(O)(C)C. (9) Given the product [C:14]([O:18][C:19]([N:21]1[CH2:26][CH2:25][C:24]([OH:27])([C:2]2[CH:7]=[CH:6][CH:5]=[C:4]([Br:8])[N:3]=2)[CH2:23][CH2:22]1)=[O:20])([CH3:17])([CH3:15])[CH3:16], predict the reactants needed to synthesize it. The reactants are: Br[C:2]1[CH:7]=[CH:6][CH:5]=[C:4]([Br:8])[N:3]=1.C([Li])CCC.[C:14]([O:18][C:19]([N:21]1[CH2:26][CH2:25][C:24](=[O:27])[CH2:23][CH2:22]1)=[O:20])([CH3:17])([CH3:16])[CH3:15].[Cl-].[NH4+]. (10) The reactants are: Cl[CH:2]([CH2:5][CH2:6][CH2:7][CH2:8][CH2:9][CH2:10][CH2:11][CH2:12][CH2:13][CH3:14])[CH:3]=[O:4].[O:15]=[C:16]([C:23]1[CH:28]=[CH:27][CH:26]=[CH:25][CH:24]=1)/[CH:17]=[CH:18]/[C:19]([O:21][CH3:22])=[O:20]. Given the product [CH2:5]([C@H:2]1[C@@H:18]([C:19]([O:21][CH3:22])=[O:20])[CH:17]=[C:16]([C:23]2[CH:28]=[CH:27][CH:26]=[CH:25][CH:24]=2)[O:15][C:3]1=[O:4])[CH2:6][CH2:7][CH2:8][CH2:9][CH2:10][CH2:11][CH2:12][CH2:13][CH3:14], predict the reactants needed to synthesize it.